This data is from Peptide-MHC class I binding affinity with 185,985 pairs from IEDB/IMGT. The task is: Regression. Given a peptide amino acid sequence and an MHC pseudo amino acid sequence, predict their binding affinity value. This is MHC class I binding data. (1) The peptide sequence is AFVRFSTDK. The MHC is HLA-B35:01 with pseudo-sequence HLA-B35:01. The binding affinity (normalized) is 0.0360. (2) The peptide sequence is PLMGGAYIAFPTSCHMFI. The MHC is HLA-A23:01 with pseudo-sequence HLA-A23:01. The binding affinity (normalized) is 0.263.